The task is: Predict the reactants needed to synthesize the given product.. This data is from Full USPTO retrosynthesis dataset with 1.9M reactions from patents (1976-2016). (1) Given the product [N:45]1[CH:46]=[CH:47][CH:48]=[CH:49][C:44]=1[CH2:43][CH2:42][O:13][C:14]1[CH:15]=[C:16]([CH:19]=[CH:20][CH:21]=1)[CH:17]=[O:18], predict the reactants needed to synthesize it. The reactants are: N(C(OCC)=O)=NC(OCC)=O.[OH:13][C:14]1[CH:15]=[C:16]([CH:19]=[CH:20][CH:21]=1)[CH:17]=[O:18].C1(P(C2C=CC=CC=2)C2C=CC=CC=2)C=CC=CC=1.O[CH2:42][CH2:43][C:44]1[CH:49]=[CH:48][CH:47]=[CH:46][N:45]=1. (2) Given the product [F:16][C:17]1[CH:18]=[C:19]([CH:20]([C:11]2[CH:12]=[CH:13][C:8]([O:7][CH:2]3[CH2:3][CH2:4][CH2:5][CH2:6][O:1]3)=[CH:9][CH:10]=2)[OH:21])[CH:22]=[C:23]([F:25])[CH:24]=1, predict the reactants needed to synthesize it. The reactants are: [O:1]1[CH2:6][CH2:5][CH2:4][CH2:3][CH:2]1[O:7][C:8]1[CH:13]=[CH:12][C:11]([Mg]Br)=[CH:10][CH:9]=1.[F:16][C:17]1[CH:18]=[C:19]([CH:22]=[C:23]([F:25])[CH:24]=1)[CH:20]=[O:21]. (3) Given the product [Cl:1][C:2]1[CH:3]=[C:4]([NH:16][C:17]2[C:26]3[C:21](=[CH:22][CH:23]=[CH:24][C:25]=3[O:27][C:37]([CH3:42])([CH3:41])[C:38]([NH2:40])=[O:39])[N:20]=[CH:19][N:18]=2)[CH:5]=[CH:6][C:7]=1[O:8][CH2:9][C:10]1[CH:15]=[CH:14][CH:13]=[CH:12][N:11]=1, predict the reactants needed to synthesize it. The reactants are: [Cl:1][C:2]1[CH:3]=[C:4]([NH:16][C:17]2[C:26]3[C:25]([OH:27])=[CH:24][CH:23]=[CH:22][C:21]=3[N:20]=[CH:19][N:18]=2)[CH:5]=[CH:6][C:7]=1[O:8][CH2:9][C:10]1[CH:15]=[CH:14][CH:13]=[CH:12][N:11]=1.C(=O)([O-])[O-].[Cs+].[Cs+].[H-].[Na+].Br[C:37]([CH3:42])([CH3:41])[C:38]([NH2:40])=[O:39].[Cl-].[NH4+]. (4) Given the product [Cl:12][C:13]1[CH:44]=[C:43]([Cl:45])[CH:42]=[CH:41][C:14]=1[CH2:15][NH:16][C:17]1[C:26]2[C:21](=[CH:22][CH:23]=[C:24]([NH:27][C:1](=[O:3])[CH3:2])[CH:25]=2)[N:20]=[C:19]([N:28]2[CH2:29][CH2:30][CH:31]([CH2:34][CH2:35][N:36]3[CH2:37][CH2:38][CH2:39][CH2:40]3)[CH2:32][CH2:33]2)[N:18]=1, predict the reactants needed to synthesize it. The reactants are: [C:1](Cl)(=[O:3])[CH3:2].C(N(CC)CC)C.[Cl:12][C:13]1[CH:44]=[C:43]([Cl:45])[CH:42]=[CH:41][C:14]=1[CH2:15][NH:16][C:17]1[C:26]2[C:21](=[CH:22][CH:23]=[C:24]([NH2:27])[CH:25]=2)[N:20]=[C:19]([N:28]2[CH2:33][CH2:32][CH:31]([CH2:34][CH2:35][N:36]3[CH2:40][CH2:39][CH2:38][CH2:37]3)[CH2:30][CH2:29]2)[N:18]=1.C(=O)(O)[O-].[Na+]. (5) Given the product [Si:31]([O:38][CH2:39][C@@H:40]([N:43]([CH2:51][C:52](=[O:53])[C:1](=[CH2:2])[CH:4]([CH3:9])[CH3:5])[C:44](=[O:50])[O:45][C:46]([CH3:48])([CH3:49])[CH3:47])[CH:41]=[CH2:42])([C:34]([CH3:35])([CH3:36])[CH3:37])([CH3:32])[CH3:33], predict the reactants needed to synthesize it. The reactants are: [CH:1]([C:4]1[CH:9]=C(C(C)C)C=C(C(C)C)[C:5]=1S(N/N=C(/C(C)C)\C)(=O)=O)(C)[CH3:2].C([Li])CCC.[Si:31]([O:38][CH2:39][C@@H:40]([N:43]([CH2:51][C:52](N(OC)C)=[O:53])[C:44](=[O:50])[O:45][C:46]([CH3:49])([CH3:48])[CH3:47])[CH:41]=[CH2:42])([C:34]([CH3:37])([CH3:36])[CH3:35])([CH3:33])[CH3:32]. (6) Given the product [CH3:11][N:12]([CH3:13])[S:7]([C:1]1[CH:6]=[CH:5][CH:4]=[CH:3][CH:2]=1)(=[O:9])=[O:8], predict the reactants needed to synthesize it. The reactants are: [C:1]1([S:7](Cl)(=[O:9])=[O:8])[CH:6]=[CH:5][CH:4]=[CH:3][CH:2]=1.[CH3:11][NH:12][CH3:13].